Dataset: Catalyst prediction with 721,799 reactions and 888 catalyst types from USPTO. Task: Predict which catalyst facilitates the given reaction. Reactant: O[CH2:2][CH2:3][N:4]([CH2:12][CH2:13]O)[CH2:5][C:6]1[CH:11]=[CH:10][CH:9]=[CH:8][CH:7]=1.S(Cl)([Cl:17])=O.[ClH:19]. Product: [ClH:17].[Cl:19][CH2:2][CH2:3][N:4]([CH2:12][CH2:13][Cl:17])[CH2:5][C:6]1[CH:11]=[CH:10][CH:9]=[CH:8][CH:7]=1. The catalyst class is: 463.